This data is from Forward reaction prediction with 1.9M reactions from USPTO patents (1976-2016). The task is: Predict the product of the given reaction. (1) Given the reactants [CH2:1]([N:3]1[CH2:9][CH2:8][C:7]2[CH:10]=[C:11]([NH2:14])[CH:12]=[CH:13][C:6]=2[CH2:5][CH2:4]1)[CH3:2].Cl[C:16]1[N:21]=[C:20]([NH:22][CH2:23][C:24]([NH:27][S:28]([CH3:31])(=[O:30])=[O:29])([CH3:26])[CH3:25])[C:19]([Cl:32])=[CH:18][N:17]=1.C12(CS(O)(=O)=O)C(C)(C)C(CC1)CC2=O, predict the reaction product. The product is: [Cl:32][C:19]1[C:20]([NH:22][CH2:23][C:24]([NH:27][S:28]([CH3:31])(=[O:30])=[O:29])([CH3:26])[CH3:25])=[N:21][C:16]([NH:14][C:11]2[CH:12]=[CH:13][C:6]3[CH2:5][CH2:4][N:3]([CH2:1][CH3:2])[CH2:9][CH2:8][C:7]=3[CH:10]=2)=[N:17][CH:18]=1. (2) Given the reactants [CH3:1][O:2][C:3](=[O:10])[CH2:4][C:5]([CH:7]1[CH2:9][CH2:8]1)=O.C([O-])(=O)C.[NH4+:15], predict the reaction product. The product is: [CH3:1][O:2][C:3](=[O:10])[CH:4]=[C:5]([NH2:15])[CH:7]1[CH2:9][CH2:8]1. (3) Given the reactants O[O:2][S:3]([O-:5])=O.[K+].[CH:7]1([CH2:10][N:11]2[C:17](=[O:18])[C@H:16]([NH:19][C:20](=[O:26])[O:21][C:22]([CH3:25])([CH3:24])[CH3:23])[CH2:15]S[C@@H:13]([C:27]3[CH:32]=[CH:31][CH:30]=[CH:29][CH:28]=3)[CH2:12]2)[CH2:9][CH2:8]1, predict the reaction product. The product is: [CH:7]1([CH2:10][N:11]2[C:17](=[O:18])[C@H:16]([NH:19][C:20](=[O:26])[O:21][C:22]([CH3:24])([CH3:25])[CH3:23])[CH2:15][S:3](=[O:5])(=[O:2])[C@@H:13]([C:27]3[CH:32]=[CH:31][CH:30]=[CH:29][CH:28]=3)[CH2:12]2)[CH2:8][CH2:9]1. (4) Given the reactants FC(F)(F)C(O)=O.[F:8][C:9]1[CH:14]=[CH:13][C:12]([C:15]2[N:16]=[C:17]([CH:25]3[CH2:30][CH2:29][N:28]([C:31]4[C:32]5[CH2:39][CH2:38][N:37](CC6C=CC(OC)=CC=6)[C:33]=5[N:34]=[CH:35][N:36]=4)[CH2:27][CH2:26]3)[N:18]([CH2:20][CH2:21][N:22]([CH3:24])[CH3:23])[CH:19]=2)=[CH:11][C:10]=1[C:49]([F:52])([F:51])[F:50].FC(F)(F)C(O)=O, predict the reaction product. The product is: [N:34]1[C:33]2[NH:37][CH2:38][CH2:39][C:32]=2[C:31]([N:28]2[CH2:27][CH2:26][CH:25]([C:17]3[N:18]([CH2:20][CH2:21][N:22]([CH3:24])[CH3:23])[CH:19]=[C:15]([C:12]4[CH:13]=[CH:14][C:9]([F:8])=[C:10]([C:49]([F:50])([F:51])[F:52])[CH:11]=4)[N:16]=3)[CH2:30][CH2:29]2)=[N:36][CH:35]=1.